From a dataset of Peptide-MHC class II binding affinity with 134,281 pairs from IEDB. Regression. Given a peptide amino acid sequence and an MHC pseudo amino acid sequence, predict their binding affinity value. This is MHC class II binding data. (1) The peptide sequence is YYKFLANVSTVLTGK. The MHC is DRB1_0101 with pseudo-sequence DRB1_0101. The binding affinity (normalized) is 0.968. (2) The peptide sequence is TRSVETDKGPLDKEA. The MHC is HLA-DQA10501-DQB10302 with pseudo-sequence HLA-DQA10501-DQB10302. The binding affinity (normalized) is 0. (3) The peptide sequence is LSADQISTVQASFDKVK. The MHC is DRB1_0405 with pseudo-sequence DRB1_0405. The binding affinity (normalized) is 0.553. (4) The peptide sequence is AAPAAGYTPATPAAP. The MHC is DRB1_0901 with pseudo-sequence DRB1_0901. The binding affinity (normalized) is 0.628. (5) The peptide sequence is GAQLGELYYAIYKAS. The MHC is DRB1_0401 with pseudo-sequence DRB1_0401. The binding affinity (normalized) is 0.331. (6) The peptide sequence is WLSLLVPFVQWFVGL. The MHC is DRB1_1501 with pseudo-sequence DRB1_1501. The binding affinity (normalized) is 0.362. (7) The peptide sequence is IVTHFPFDEQNCSMKLG. The MHC is DRB5_0101 with pseudo-sequence DRB5_0101. The binding affinity (normalized) is 0. (8) The peptide sequence is YDKFLANVSTVLTGR. The MHC is DRB1_1302 with pseudo-sequence DRB1_1302. The binding affinity (normalized) is 0.854. (9) The peptide sequence is TDVLRYVILVGAAFA. The MHC is DRB1_1501 with pseudo-sequence DRB1_1501. The binding affinity (normalized) is 0.501.